This data is from Forward reaction prediction with 1.9M reactions from USPTO patents (1976-2016). The task is: Predict the product of the given reaction. (1) Given the reactants [CH3:1][N:2]([CH3:18])[C:3]([CH:5]1[NH:10][CH2:9][CH2:8][N:7]([C:11]([O:13][C:14]([CH3:17])([CH3:16])[CH3:15])=[O:12])[CH2:6]1)=[O:4].Cl[C:20]1([C:31]2[CH:36]=[C:35]([CH3:37])[CH:34]=[CH:33][C:32]=2[O:38][CH3:39])[C:28]2[C:23](=[CH:24][CH:25]=[C:26]([Cl:29])[CH:27]=2)[NH:22][C:21]1=[O:30], predict the reaction product. The product is: [Cl:29][C:26]1[CH:27]=[C:28]2[C:23](=[CH:24][CH:25]=1)[NH:22][C:21](=[O:30])[C:20]2([N:10]1[CH2:9][CH2:8][N:7]([C:11]([O:13][C:14]([CH3:15])([CH3:17])[CH3:16])=[O:12])[CH2:6][CH:5]1[C:3]([N:2]([CH3:18])[CH3:1])=[O:4])[C:31]1[CH:36]=[C:35]([CH3:37])[CH:34]=[CH:33][C:32]=1[O:38][CH3:39]. (2) Given the reactants [F:1][C:2]([F:7])([F:6])[C:3]([OH:5])=[O:4].[F:8][C:9]([F:14])([F:13])[C:10]([OH:12])=[O:11].FC(F)(F)C(O)=O.[Cl:22][C:23]1[CH:24]=[N:25][C:26]2[NH:27][C:28]3[CH:29]=[N:30][CH:31]=[C:32]([CH:54]=3)[CH2:33][CH2:34][C:35]3[CH:43]=[C:39]([NH:40][C:41]=1[N:42]=2)[CH:38]=[CH:37][C:36]=3[NH:44][C:45](=[O:53])[CH2:46][CH:47]1[CH2:52][CH2:51][NH:50][CH2:49][CH2:48]1.[CH3:55][C:56]1[N:57]=[CH:58][S:59][C:60]=1[C:61](O)=[O:62], predict the reaction product. The product is: [F:1][C:2]([F:7])([F:6])[C:3]([OH:5])=[O:4].[F:8][C:9]([F:14])([F:13])[C:10]([OH:12])=[O:11].[Cl:22][C:23]1[CH:24]=[N:25][C:26]2[NH:27][C:28]3[CH:29]=[N:30][CH:31]=[C:32]([CH:54]=3)[CH2:33][CH2:34][C:35]3[CH:43]=[C:39]([NH:40][C:41]=1[N:42]=2)[CH:38]=[CH:37][C:36]=3[NH:44][C:45](=[O:53])[CH2:46][CH:47]1[CH2:52][CH2:51][N:50]([C:61]([C:60]2[S:59][CH:58]=[N:57][C:56]=2[CH3:55])=[O:62])[CH2:49][CH2:48]1. (3) Given the reactants [Li].[CH3:2][Si:3]([CH3:11])([C:5]1[CH:10]=[CH:9][CH:8]=[CH:7][CH:6]=1)Cl.[SiH3][Li].[F:14][C:15](F)=[CH2:16], predict the reaction product. The product is: [F:14][C:15]([Si:3]([CH3:11])([CH3:2])[C:5]1[CH:10]=[CH:9][CH:8]=[CH:7][CH:6]=1)=[CH2:16]. (4) The product is: [Br:18][C:19]([F:27])([F:26])[C:20]([F:25])([F:24])[C:21]([NH:23][C:2]1[C:7]([N+:8]([O-:10])=[O:9])=[CH:6][C:5]([C:11]([F:14])([F:13])[F:12])=[CH:4][C:3]=1[N+:15]([O-:17])=[O:16])=[O:22]. Given the reactants Cl[C:2]1[C:7]([N+:8]([O-:10])=[O:9])=[CH:6][C:5]([C:11]([F:14])([F:13])[F:12])=[CH:4][C:3]=1[N+:15]([O-:17])=[O:16].[Br:18][C:19]([F:27])([F:26])[C:20]([F:25])([F:24])[C:21]([NH2:23])=[O:22].C(=O)([O-])[O-].[K+].[K+].O, predict the reaction product. (5) Given the reactants [NH:1]1[C:9]2[C:4](=[CH:5][CH:6]=[CH:7][CH:8]=2)[C:3](/[CH:10]=[CH:11]/[C:12]2[CH:25]=[CH:24][C:15]([C:16]([N:18]3[CH2:23][CH2:22][NH:21][CH2:20][CH2:19]3)=[O:17])=[CH:14][CH:13]=2)=[N:2]1.C(OC([N:33]1[CH2:37][CH2:36][CH:35]([C:38](O)=[O:39])[CH2:34]1)=O)(C)(C)C.O.ON1C2C=CC=CC=2N=N1.[ClH:52].C(N=C=NCCCN(C)C)C.CN1CCOCC1.Cl.CO, predict the reaction product. The product is: [ClH:52].[ClH:52].[NH:1]1[C:9]2[C:4](=[CH:5][CH:6]=[CH:7][CH:8]=2)[C:3](/[CH:10]=[CH:11]/[C:12]2[CH:13]=[CH:14][C:15]([C:16]([N:18]3[CH2:23][CH2:22][N:21]([C:38]([C@H:35]4[CH2:36][CH2:37][NH:33][CH2:34]4)=[O:39])[CH2:20][CH2:19]3)=[O:17])=[CH:24][CH:25]=2)=[N:2]1. (6) Given the reactants [CH2:1]([C:3]1[NH:12][C:6]2=[N:7][CH:8]=[C:9]([NH2:11])[CH:10]=[C:5]2[CH:4]=1)[CH3:2].[F:13][C:14]1[C:22]([NH:23][S:24]([CH2:27][CH2:28][CH3:29])(=[O:26])=[O:25])=[CH:21][CH:20]=[C:19]([F:30])[C:15]=1[C:16](O)=[O:17].CCN=C=NCCCN(C)C.C1C=CC2N(O)N=NC=2C=1, predict the reaction product. The product is: [CH2:1]([C:3]1[NH:12][C:6]2=[N:7][CH:8]=[C:9]([NH:11][C:16](=[O:17])[C:15]3[C:19]([F:30])=[CH:20][CH:21]=[C:22]([NH:23][S:24]([CH2:27][CH2:28][CH3:29])(=[O:26])=[O:25])[C:14]=3[F:13])[CH:10]=[C:5]2[CH:4]=1)[CH3:2]. (7) The product is: [CH2:1]([O:3][C:4](=[O:14])[CH2:5][C:6]1[CH:11]=[C:10]([O:12][C:19]2[CH:18]=[CH:17][C:16]([Br:15])=[CH:23][C:20]=2[CH:21]=[O:22])[CH:9]=[CH:8][C:7]=1[Cl:13])[CH3:2]. Given the reactants [CH2:1]([O:3][C:4](=[O:14])[CH2:5][C:6]1[CH:11]=[C:10]([OH:12])[CH:9]=[CH:8][C:7]=1[Cl:13])[CH3:2].[Br:15][C:16]1[CH:17]=[CH:18][C:19](F)=[C:20]([CH:23]=1)[CH:21]=[O:22].C(=O)([O-])[O-].[K+].[K+], predict the reaction product. (8) Given the reactants [F:1][C:2]1[CH:7]=[CH:6][C:5]([C:8]2[N:12]([CH2:13][O:14][CH2:15][CH2:16][Si:17]([CH3:20])([CH3:19])[CH3:18])[C:11]([CH2:21][N:22]([CH:38]3[C:47]4[N:46]=[CH:45][CH:44]=[CH:43][C:42]=4[CH2:41][CH2:40][CH2:39]3)[CH2:23][CH2:24][CH2:25][CH2:26][N:27]3C(=O)C4C(=CC=CC=4)C3=O)=[N:10][CH:9]=2)=[CH:4][CH:3]=1.O.NN, predict the reaction product. The product is: [F:1][C:2]1[CH:3]=[CH:4][C:5]([C:8]2[N:12]([CH2:13][O:14][CH2:15][CH2:16][Si:17]([CH3:19])([CH3:20])[CH3:18])[C:11]([CH2:21][N:22]([CH:38]3[C:47]4[N:46]=[CH:45][CH:44]=[CH:43][C:42]=4[CH2:41][CH2:40][CH2:39]3)[CH2:23][CH2:24][CH2:25][CH2:26][NH2:27])=[N:10][CH:9]=2)=[CH:6][CH:7]=1. (9) Given the reactants [CH3:1][O:2][C:3]1[CH:4]=[CH:5][CH:6]=[C:7]2[C:11]=1[NH:10][CH:9]=[CH:8]2.[H-].[Na+].[C:14]1([S:20](Cl)(=[O:22])=[O:21])[CH:19]=[CH:18][CH:17]=[CH:16][CH:15]=1.O.C(OCC)(=O)C, predict the reaction product. The product is: [C:14]1([S:20]([N:10]2[C:11]3[C:7](=[CH:6][CH:5]=[CH:4][C:3]=3[O:2][CH3:1])[CH:8]=[CH:9]2)(=[O:22])=[O:21])[CH:19]=[CH:18][CH:17]=[CH:16][CH:15]=1.